From a dataset of Full USPTO retrosynthesis dataset with 1.9M reactions from patents (1976-2016). Predict the reactants needed to synthesize the given product. (1) Given the product [Br:19][CH2:20][CH2:21][CH2:22][CH2:23][N:6]([CH2:1][CH2:2][CH2:3][CH2:4][CH3:5])[S:7]([C:10]1[C:15]([CH3:16])=[CH:14][C:13]([CH3:17])=[CH:12][C:11]=1[CH3:18])(=[O:9])=[O:8], predict the reactants needed to synthesize it. The reactants are: [CH2:1]([NH:6][S:7]([C:10]1[C:15]([CH3:16])=[CH:14][C:13]([CH3:17])=[CH:12][C:11]=1[CH3:18])(=[O:9])=[O:8])[CH2:2][CH2:3][CH2:4][CH3:5].[Br:19][CH2:20][CH2:21][CH2:22][CH2:23]Br.[H-].[Na+].[Na+].[I-]. (2) Given the product [C:30]([N:33]1[CH2:34][CH2:35][N:36]([C:39]2[CH:45]=[CH:44][C:42]([NH:43][C:14]3[N:13]=[CH:12][C:11]4[CH:10]=[C:9]([C:18]5[CH:19]=[N:20][N:21]([C:23]([O:25][C:26]([CH3:29])([CH3:28])[CH3:27])=[O:24])[CH:22]=5)[N:8]([C:6]([O:5][C:1]([CH3:4])([CH3:3])[CH3:2])=[O:7])[C:16]=4[CH:15]=3)=[CH:41][CH:40]=2)[CH2:37][CH2:38]1)(=[O:32])[CH3:31], predict the reactants needed to synthesize it. The reactants are: [C:1]([O:5][C:6]([N:8]1[C:16]2[CH:15]=[C:14](Cl)[N:13]=[CH:12][C:11]=2[CH:10]=[C:9]1[C:18]1[CH:19]=[N:20][N:21]([C:23]([O:25][C:26]([CH3:29])([CH3:28])[CH3:27])=[O:24])[CH:22]=1)=[O:7])([CH3:4])([CH3:3])[CH3:2].[C:30]([N:33]1[CH2:38][CH2:37][N:36]([C:39]2[CH:45]=[CH:44][C:42]([NH2:43])=[CH:41][CH:40]=2)[CH2:35][CH2:34]1)(=[O:32])[CH3:31].C(OC(N1C=C(C2N(C(OC(C)(C)C)=O)C3C=C(NC4C=CC(C(=O)N(C)C)=CC=4)N=CC=3C=2)C=N1)=O)(C)(C)C. (3) Given the product [Cl:1][C:2]1[CH:3]=[C:4]([CH:27]=[C:28]([Cl:30])[CH:29]=1)[O:5][C:6]1[CH:16]=[CH:15][C:14]([NH:17][C:18]2[C:19]3[NH:26][CH:25]=[CH:24][C:20]=3[N:21]=[CH:22][N:23]=2)=[CH:13][C:7]=1[C:8]([OH:10])=[O:9], predict the reactants needed to synthesize it. The reactants are: [Cl:1][C:2]1[CH:3]=[C:4]([CH:27]=[C:28]([Cl:30])[CH:29]=1)[O:5][C:6]1[CH:16]=[CH:15][C:14]([NH:17][C:18]2[C:19]3[NH:26][CH:25]=[CH:24][C:20]=3[N:21]=[CH:22][N:23]=2)=[CH:13][C:7]=1[C:8]([O:10]CC)=[O:9].O1CCCC1.[OH-].[Na+].Cl.